This data is from Retrosynthesis with 50K atom-mapped reactions and 10 reaction types from USPTO. The task is: Predict the reactants needed to synthesize the given product. (1) The reactants are: CCOC(=O)c1ccc2c(c1)CC(C)(C)C(c1cccc(Br)c1)N2.O=C(O)c1ccc(B(O)O)cc1. Given the product CCOC(=O)c1ccc2c(c1)CC(C)(C)C(c1cccc(-c3ccc(C(=O)O)cc3)c1)N2, predict the reactants needed to synthesize it. (2) Given the product CCc1nc2c(C)cc(C)nn2c1CO, predict the reactants needed to synthesize it. The reactants are: CCOC(=O)c1c(CC)nc2c(C)cc(C)nn12. (3) Given the product CCN1C(=O)C(C)(C)c2cc3nc(-c4n[nH]c5ccc(C(=O)Nc6ccccc6)cc45)[nH]c3cc21, predict the reactants needed to synthesize it. The reactants are: CCN1C(=O)C(C)(C)c2cc3nc(-c4n[nH]c5ccc(C(=O)O)cc45)[nH]c3cc21.Nc1ccccc1. (4) The reactants are: C=C(C)C(=O)[O-].O=C(CCCCl)OC(C(F)(F)F)C(F)(F)S(=O)(=O)[O-]. Given the product C=C(C)C(=O)OCCCC(=O)OC(C(F)(F)F)C(F)(F)S(=O)(=O)[O-], predict the reactants needed to synthesize it. (5) Given the product O=C1CCCN(C(=O)OCc2ccccc2)c2cc(Cl)ccc21, predict the reactants needed to synthesize it. The reactants are: O=C(Cl)OCc1ccccc1.O=C1CCCNc2cc(Cl)ccc21. (6) Given the product COC(=O)C(C)(Br)c1cnccn1, predict the reactants needed to synthesize it. The reactants are: COC(=O)C(C)c1cnccn1.O=C1CCC(=O)N1Br. (7) Given the product O=S(=O)(c1ccc(O)cc1)C1CCN([C@H]2C[C@H](Cc3ccccc3)C2)C1, predict the reactants needed to synthesize it. The reactants are: O=C1CC(Cc2ccccc2)C1.O=S(=O)(c1ccc(O)cc1)C1CCNC1. (8) Given the product CCCCOc1cccc(C=O)c1, predict the reactants needed to synthesize it. The reactants are: CCCCBr.O=Cc1cccc(O)c1. (9) Given the product Cc1cc(-c2ccc(F)nc2)on1, predict the reactants needed to synthesize it. The reactants are: CCCC[Sn](CCCC)(CCCC)c1cc(C)no1.Fc1ccc(Br)cn1.